From a dataset of Rat liver microsome stability data. Regression/Classification. Given a drug SMILES string, predict its absorption, distribution, metabolism, or excretion properties. Task type varies by dataset: regression for continuous measurements (e.g., permeability, clearance, half-life) or binary classification for categorical outcomes (e.g., BBB penetration, CYP inhibition). Dataset: rlm. (1) The drug is NC1CN(c2ccnc(-c3ccsc3)n2)CC1c1ccc(Cl)cc1Cl. The result is 0 (unstable in rat liver microsomes). (2) The compound is COc1cccc(C(=O)Nc2nc(-c3nnn(-c4ccccc4C(F)(F)F)c3C)ns2)c1. The result is 0 (unstable in rat liver microsomes). (3) The molecule is CCOC(=O)Cc1ccc(NC(=O)n2ncc3cc(Cl)ccc32)cc1. The result is 1 (stable in rat liver microsomes). (4) The molecule is O=C1CN(Cc2ccc(-c3cccc(CN4CCCCC4)n3)cc2)C(=O)N1CC(F)F. The result is 0 (unstable in rat liver microsomes).